This data is from Full USPTO retrosynthesis dataset with 1.9M reactions from patents (1976-2016). The task is: Predict the reactants needed to synthesize the given product. (1) Given the product [NH2:1][C:4]1[CH:9]=[C:8]([O:10][CH2:11][C:12]2[CH:21]=[CH:20][C:19]3[C:14](=[CH:15][CH:16]=[CH:17][CH:18]=3)[N:13]=2)[CH:7]=[CH:6][C:5]=1[NH:22][CH2:23][C:24]1[CH:25]=[CH:26][C:27]([C:28]#[N:29])=[CH:30][CH:31]=1, predict the reactants needed to synthesize it. The reactants are: [N+:1]([C:4]1[CH:9]=[C:8]([O:10][CH2:11][C:12]2[CH:21]=[CH:20][C:19]3[C:14](=[CH:15][CH:16]=[CH:17][CH:18]=3)[N:13]=2)[CH:7]=[CH:6][C:5]=1[NH:22][CH2:23][C:24]1[CH:31]=[CH:30][C:27]([C:28]#[N:29])=[CH:26][CH:25]=1)([O-])=O.O.O.Cl[Sn]Cl.C([O-])(O)=O.[Na+]. (2) Given the product [C:6]([CH2:8][N:9]1[C:15](=[O:16])[CH:14]([CH2:17][C:18]([O:20][CH3:21])=[O:19])[CH2:13][C:12]2[CH:22]=[CH:23][C:24]([O:26][CH2:27][CH2:28][CH2:29][NH:30][C:38]3[CH:43]=[CH:42][CH:41]=[CH:40][N:39]=3)=[CH:25][C:11]=2[CH2:10]1)([OH:7])=[O:5], predict the reactants needed to synthesize it. The reactants are: C([O:5][C:6]([CH2:8][N:9]1[C:15](=[O:16])[CH:14]([CH2:17][C:18]([O:20][CH3:21])=[O:19])[CH2:13][C:12]2[CH:22]=[CH:23][C:24]([O:26][CH2:27][CH2:28][CH2:29][N:30]([C:38]3[CH:43]=[CH:42][CH:41]=[CH:40][N:39]=3)C(OC(C)(C)C)=O)=[CH:25][C:11]=2[CH2:10]1)=[O:7])(C)(C)C.FC(F)(F)C1C=CC(CN2CC(CC(O)=O)CC3C=CC=CC=3C2)=CC=1. (3) Given the product [CH2:26]([N:10]1[C:9]2[N:8]=[C:7]([CH2:6][C:5]3[CH:4]=[CH:3][C:2]([NH:1][S:40]([CH:39]=[CH:38][C:32]4[CH:37]=[CH:36][CH:35]=[CH:34][CH:33]=4)(=[O:42])=[O:41])=[CH:31][CH:30]=3)[NH:15][C:14]=2[C:13](=[O:16])[N:12]([CH2:17][C:18]2[CH:23]=[CH:22][CH:21]=[CH:20][C:19]=2[F:24])[C:11]1=[O:25])[CH2:27][CH2:28][CH3:29], predict the reactants needed to synthesize it. The reactants are: [NH2:1][C:2]1[CH:31]=[CH:30][C:5]([CH2:6][C:7]2[NH:15][C:14]3[C:13](=[O:16])[N:12]([CH2:17][C:18]4[CH:23]=[CH:22][CH:21]=[CH:20][C:19]=4[F:24])[C:11](=[O:25])[N:10]([CH2:26][CH2:27][CH2:28][CH3:29])[C:9]=3[N:8]=2)=[CH:4][CH:3]=1.[C:32]1([CH:38]=[CH:39][S:40](Cl)(=[O:42])=[O:41])[CH:37]=[CH:36][CH:35]=[CH:34][CH:33]=1.